Predict which catalyst facilitates the given reaction. From a dataset of Catalyst prediction with 721,799 reactions and 888 catalyst types from USPTO. Reactant: [F:1][C:2]1[CH:7]=[CH:6][C:5]([C:8]([F:11])([F:10])[F:9])=[CH:4][C:3]=1[N:12]=[C:13]=[O:14].[I:15][C:16]1[CH:22]=[CH:21][C:19]([NH2:20])=[CH:18][CH:17]=1. Product: [F:1][C:2]1[CH:7]=[CH:6][C:5]([C:8]([F:11])([F:10])[F:9])=[CH:4][C:3]=1[NH:12][C:13]([NH:20][C:19]1[CH:21]=[CH:22][C:16]([I:15])=[CH:17][CH:18]=1)=[O:14]. The catalyst class is: 7.